From a dataset of Catalyst prediction with 721,799 reactions and 888 catalyst types from USPTO. Predict which catalyst facilitates the given reaction. (1) Reactant: [CH3:1][O:2][C:3]1[CH:4]=[C:5]2[C:10](=[CH:11][C:12]=1[O:13][CH3:14])[N:9]=[CH:8][N:7]=[C:6]2[O:15][C:16]1[CH:22]=[CH:21][C:19]([NH2:20])=[CH:18][CH:17]=1.Cl[C:24](Cl)([O:26][C:27](=[O:33])OC(Cl)(Cl)Cl)Cl.[C:35]1(CO)[CH:40]=[CH:39][CH:38]=[CH:37][CH:36]=1.C(=O)(O)[O-].[Na+]. Product: [CH3:1][O:2][C:3]1[CH:4]=[C:5]2[C:10](=[CH:11][C:12]=1[O:13][CH3:14])[N:9]=[CH:8][N:7]=[C:6]2[O:15][C:16]1[CH:22]=[CH:21][C:19]([NH:20][C:27](=[O:33])[O:26][CH2:24][C:35]2[CH:40]=[CH:39][CH:38]=[CH:37][CH:36]=2)=[CH:18][CH:17]=1. The catalyst class is: 208. (2) Reactant: [C:1]([S:5][C:6]1[C:15]2[C:10](=[CH:11][CH:12]=[C:13]([CH:16]=O)[CH:14]=2)[N:9]=[CH:8][C:7]=1[C:18]#[N:19])([CH3:4])([CH3:3])[CH3:2].COC1C=CC(/C=[C:35]2/[C:36]([NH:38][C:39]([S:41]/2)=[NH:40])=[O:37])=CC=1OC1CCCC1.C([O-])(=O)C.[Na+]. Product: [NH2:40][C:39]1[S:41]/[C:35](=[CH:16]\[C:13]2[CH:14]=[C:15]3[C:10](=[CH:11][CH:12]=2)[N:9]=[CH:8][C:7]([C:18]#[N:19])=[C:6]3[S:5][C:1]([CH3:4])([CH3:3])[CH3:2])/[C:36](=[O:37])[N:38]=1. The catalyst class is: 15. (3) Reactant: [OH:1][C:2]1[CH:7]=[CH:6][CH:5]=[CH:4][C:3]=1[C:8]1[NH:9][C:10]([CH3:18])=[C:11]2[C:16]=1[CH2:15][CH2:14][CH2:13][C:12]2=[O:17].Br[CH2:20][CH:21]1[CH2:25][CH2:24][CH2:23][CH2:22]1.C(=O)([O-])[O-].[K+].[K+]. Product: [CH:21]1([CH2:20][O:1][C:2]2[CH:7]=[CH:6][CH:5]=[CH:4][C:3]=2[C:8]2[NH:9][C:10]([CH3:18])=[C:11]3[C:16]=2[CH2:15][CH2:14][CH2:13][C:12]3=[O:17])[CH2:25][CH2:24][CH2:23][CH2:22]1. The catalyst class is: 9. (4) Reactant: [CH2:1]([S:4]([NH:7][C@@H:8]([C:13]([NH:15][C@H:16]([C:20]([NH:22][CH2:23][C:24]1[CH:29]=[CH:28][C:27]([C:30]#[N:31])=[CH:26][CH:25]=1)=[O:21])[CH2:17][NH:18][CH3:19])=[O:14])[C@@H:9]([CH2:11][CH3:12])[CH3:10])(=[O:6])=[O:5])[CH2:2][CH3:3].O1CCCC1.[O-:37][C:38]#[N:39].[K+]. The catalyst class is: 6. Product: [CH2:1]([S:4]([NH:7][C@@H:8]([C:13]([NH:15][C@H:16]([C:20]([NH:22][CH2:23][C:24]1[CH:25]=[CH:26][C:27]([C:30]#[N:31])=[CH:28][CH:29]=1)=[O:21])[CH2:17][N:18]([C:38]([NH2:39])=[O:37])[CH3:19])=[O:14])[C@@H:9]([CH2:11][CH3:12])[CH3:10])(=[O:6])=[O:5])[CH2:2][CH3:3]. (5) Reactant: [C:1]([C:5]1[CH:6]=[C:7]([CH:12]=[C:13]([Cl:15])[N:14]=1)[C:8]([O:10]C)=[O:9])([CH3:4])([CH3:3])[CH3:2].[OH-].[Na+].Cl. Product: [C:1]([C:5]1[CH:6]=[C:7]([CH:12]=[C:13]([Cl:15])[N:14]=1)[C:8]([OH:10])=[O:9])([CH3:4])([CH3:2])[CH3:3]. The catalyst class is: 1.